This data is from Full USPTO retrosynthesis dataset with 1.9M reactions from patents (1976-2016). The task is: Predict the reactants needed to synthesize the given product. (1) Given the product [NH:12]1[CH2:16][CH2:15][C@H:14]([NH:17][C:18]([C:20]2[N:21]=[C:22]([N:25]3[CH2:28][CH:27]([S:29][C:30]4[C@H:31]([CH3:54])[C@@H:32]5[C@@H:49]([C@H:50]([OH:52])[CH3:51])[C:48](=[O:53])[N:33]5[C:34]=4[C:35]([OH:37])=[O:36])[CH2:26]3)[S:23][CH:24]=2)=[O:19])[CH2:13]1, predict the reactants needed to synthesize it. The reactants are: [N+](C1C=CC(COC([N:12]2[CH2:16][CH2:15][C@H:14]([NH:17][C:18]([C:20]3[N:21]=[C:22]([N:25]4[CH2:28][CH:27]([S:29][C:30]5[C@H:31]([CH3:54])[C@@H:32]6[C@@H:49]([C@H:50]([OH:52])[CH3:51])[C:48](=[O:53])[N:33]6[C:34]=5[C:35]([O:37]CC5C=CC([N+]([O-])=O)=CC=5)=[O:36])[CH2:26]4)[S:23][CH:24]=3)=[O:19])[CH2:13]2)=O)=CC=1)([O-])=O. (2) Given the product [NH:9]1[C:10]2[C:6](=[CH:5][CH:4]=[CH:3][CH:11]=2)[CH:7]=[CH:8]1, predict the reactants needed to synthesize it. The reactants are: FC(F)(F)[C:3]1[CH:11]=[C:10]2[C:6]([CH:7]=[CH:8][NH:9]2)=[CH:5][CH:4]=1.C1(CBr)CC1.C(OC(=O)CSC1SC(N)=NC=1)C.